Dataset: Full USPTO retrosynthesis dataset with 1.9M reactions from patents (1976-2016). Task: Predict the reactants needed to synthesize the given product. (1) Given the product [OH:1][C:2]1[CH:3]=[C:4]2[C:8](=[CH:9][CH:10]=1)[NH:7][C:6]([C:11]([O:13][CH2:24][CH3:25])=[O:12])=[CH:5]2, predict the reactants needed to synthesize it. The reactants are: [OH:1][C:2]1[CH:3]=[C:4]2[C:8](=[CH:9][CH:10]=1)[NH:7][C:6]([C:11]([OH:13])=[O:12])=[CH:5]2.S(=O)(=O)(O)O.C(=O)([O-])O.[Na+].[CH2:24](O)[CH3:25]. (2) Given the product [CH3:1][C:2]1[CH:11]=[C:10]([C:12]2[CH:13]=[CH:14][C:15]([O:18][CH3:19])=[N:16][CH:17]=2)[CH:9]=[CH:8][C:3]=1[C:4]([OH:6])=[O:5], predict the reactants needed to synthesize it. The reactants are: [CH3:1][C:2]1[CH:11]=[C:10]([C:12]2[CH:13]=[CH:14][C:15]([O:18][CH3:19])=[N:16][CH:17]=2)[CH:9]=[CH:8][C:3]=1[C:4]([O:6]C)=[O:5].[OH-].[Na+].Cl. (3) Given the product [Br:19][C:3]1[N:4]=[C:5]([C:7]([O:9][CH2:10][CH3:11])=[O:8])[NH:6][C:2]=1[CH3:1], predict the reactants needed to synthesize it. The reactants are: [CH3:1][C:2]1[NH:6][C:5]([C:7]([O:9][CH2:10][CH3:11])=[O:8])=[N:4][CH:3]=1.C1C(=O)N([Br:19])C(=O)C1. (4) Given the product [CH3:1][O:2][C:3]1[CH:4]=[C:5]2[C:10](=[CH:11][C:12]=1[N+:14]([O-:16])=[O:15])[C:9](=[O:13])[NH:8][CH2:7][CH2:6]2, predict the reactants needed to synthesize it. The reactants are: [CH3:1][O:2][C:3]1[CH:4]=[C:5]2[C:10](=[CH:11][CH:12]=1)[C:9](=[O:13])[NH:8][CH2:7][CH2:6]2.[N+:14]([O-])([OH:16])=[O:15]. (5) Given the product [CH3:34][O:33][C:30]1[CH:31]=[CH:32][C:27]([CH2:26][N:25]([CH2:35][C:36]2[CH:41]=[CH:40][C:39]([O:42][CH3:43])=[CH:38][CH:37]=2)[C:20]2[N:21]=[C:22]([CH3:24])[N:23]=[C:18]([C:4]3[CH:3]=[C:2]([C:47](=[O:46])[CH3:48])[CH:7]=[N:6][C:5]=3[NH:8][C:9]3[CH:10]=[N:11][C:12]([O:16][CH3:17])=[C:13]([F:15])[CH:14]=3)[N:19]=2)=[CH:28][CH:29]=1, predict the reactants needed to synthesize it. The reactants are: Cl[C:2]1[CH:3]=[C:4]([C:18]2[N:23]=[C:22]([CH3:24])[N:21]=[C:20]([N:25]([CH2:35][C:36]3[CH:41]=[CH:40][C:39]([O:42][CH3:43])=[CH:38][CH:37]=3)[CH2:26][C:27]3[CH:32]=[CH:31][C:30]([O:33][CH3:34])=[CH:29][CH:28]=3)[N:19]=2)[C:5]([NH:8][C:9]2[CH:10]=[N:11][C:12]([O:16][CH3:17])=[C:13]([F:15])[CH:14]=2)=[N:6][CH:7]=1.[F-].[Cs+].[O:46]1CCO[CH2:48][CH2:47]1.C([Sn](CCCC)(CCCC)C(OCC)=C)CCC. (6) Given the product [O:21]=[C:12]1[NH:1][C:4]2[C:9](=[CH:8][CH:7]=[C:6]([C:22]([C:24]3[CH:39]=[CH:38][CH:37]=[CH:36][C:25]=3[C:26]([O:28][CH3:29])=[O:27])=[O:23])[CH:5]=2)[NH:10][CH2:11]1, predict the reactants needed to synthesize it. The reactants are: [N+:1]([C:4]1[CH:5]=[C:6]([C:22]([C:24]2[CH:39]=[CH:38][CH:37]=[CH:36][C:25]=2[C:26]([O:28][CH2:29]C2C=CC=CC=2)=[O:27])=[O:23])[CH:7]=[CH:8][C:9]=1[NH:10][CH2:11][C:12](=[O:21])OCC1C=CC=CC=1)([O-])=O.C[Si](C=[N+]=[N-])(C)C.CCCCCC. (7) Given the product [CH:1]([O:3][CH2:4][C:5]1[CH:11]=[CH:12][CH:7]=[CH:8][CH:9]=1)=[CH2:2], predict the reactants needed to synthesize it. The reactants are: [CH:1]([O:3][CH2:4][CH3:5])=[CH2:2].C(O)[C:7]1[CH:12]=[CH:11]C=[CH:9][CH:8]=1.